Dataset: Forward reaction prediction with 1.9M reactions from USPTO patents (1976-2016). Task: Predict the product of the given reaction. Given the reactants Cl[CH2:2][C:3]([F:10])([F:9])[CH2:4][CH2:5][C:6]([OH:8])=[O:7].Cl.[BrH:12], predict the reaction product. The product is: [Br:12][CH2:2][C:3]([F:10])([F:9])[CH2:4][CH2:5][C:6]([OH:8])=[O:7].